Predict the product of the given reaction. From a dataset of Forward reaction prediction with 1.9M reactions from USPTO patents (1976-2016). (1) Given the reactants [Br:1][C:2]1[CH:7]=[CH:6][C:5]([S:8](Cl)(=[O:10])=[O:9])=[CH:4][CH:3]=1.[C:12]([O:16][C:17](=[O:23])[N:18]([CH2:20][CH2:21][NH2:22])[CH3:19])([CH3:15])([CH3:14])[CH3:13].CCN(CC)CC, predict the reaction product. The product is: [Br:1][C:2]1[CH:7]=[CH:6][C:5]([S:8]([NH:22][CH2:21][CH2:20][N:18]([CH3:19])[C:17](=[O:23])[O:16][C:12]([CH3:13])([CH3:14])[CH3:15])(=[O:10])=[O:9])=[CH:4][CH:3]=1. (2) Given the reactants Br[C:2]1[CH:3]=[C:4]2[C:8](=[CH:9][CH:10]=1)[C:7](=[O:11])[N:6]([CH3:12])[CH2:5]2.[B:13]1([B:13]2[O:17][C:16]([CH3:19])([CH3:18])[C:15]([CH3:21])([CH3:20])[O:14]2)[O:17][C:16]([CH3:19])([CH3:18])[C:15]([CH3:21])([CH3:20])[O:14]1.C([O-])(=O)C.[K+], predict the reaction product. The product is: [CH3:12][N:6]1[CH2:5][C:4]2[C:8](=[CH:9][CH:10]=[C:2]([B:13]3[O:17][C:16]([CH3:19])([CH3:18])[C:15]([CH3:21])([CH3:20])[O:14]3)[CH:3]=2)[C:7]1=[O:11]. (3) The product is: [CH3:20][N:18]1[CH:19]=[C:15]([N:14]2[C:5]3[C:4]4[CH:3]=[C:2]([C:32]5[CH:31]=[N:30][CH:29]=[C:28]([O:27][CH:24]([CH3:26])[CH3:25])[CH:33]=5)[CH:11]=[CH:10][C:9]=4[N:8]=[CH:7][C:6]=3[N:12]([CH3:23])[C:13]2=[O:22])[C:16]([CH3:21])=[N:17]1. Given the reactants Br[C:2]1[CH:11]=[CH:10][C:9]2[N:8]=[CH:7][C:6]3[N:12]([CH3:23])[C:13](=[O:22])[N:14]([C:15]4[C:16]([CH3:21])=[N:17][N:18]([CH3:20])[CH:19]=4)[C:5]=3[C:4]=2[CH:3]=1.[CH:24]([O:27][C:28]1[CH:29]=[N:30][CH:31]=[C:32](B2OC(C)(C)C(C)(C)O2)[CH:33]=1)([CH3:26])[CH3:25], predict the reaction product. (4) Given the reactants [CH2:1]([N:3]([CH2:28][CH3:29])[C:4](=[O:27])[C:5]1[CH:10]=[CH:9][C:8]([C@H:11]([C:18]2[CH:23]=[CH:22][CH:21]=[C:20]([N+:24]([O-])=O)[CH:19]=2)[N:12]2[CH2:17][CH2:16][NH:15][CH2:14][CH2:13]2)=[CH:7][CH:6]=1)[CH3:2].[F:30][C:31]1[CH:38]=[CH:37][CH:36]=[CH:35][C:32]=1[CH:33]=O.C(O[BH-](OC(=O)C)OC(=O)C)(=O)C.[Na+].C(O)(C(F)(F)F)=O, predict the reaction product. The product is: [NH2:24][C:20]1[CH:19]=[C:18]([C@H:11]([N:12]2[CH2:17][CH2:16][N:15]([CH2:33][C:32]3[CH:35]=[CH:36][CH:37]=[CH:38][C:31]=3[F:30])[CH2:14][CH2:13]2)[C:8]2[CH:9]=[CH:10][C:5]([C:4]([N:3]([CH2:28][CH3:29])[CH2:1][CH3:2])=[O:27])=[CH:6][CH:7]=2)[CH:23]=[CH:22][CH:21]=1. (5) Given the reactants [C:1]1([C:7]2[CH:12]=[C:11]([CH:13]3[CH2:18][CH2:17][N:16]([CH:19]4[CH2:24][O:23]C(C)(C)[O:21][CH2:20]4)[CH2:15][CH2:14]3)[CH:10]=[CH:9][C:8]=2[NH:27][C:28]([C:30]2[NH:31][CH:32]=[C:33]([C:35]#[N:36])[N:34]=2)=[O:29])[CH2:6][CH2:5][CH2:4][CH2:3][CH:2]=1.[C:37]([OH:43])([C:39]([F:42])([F:41])[F:40])=[O:38], predict the reaction product. The product is: [F:40][C:39]([F:42])([F:41])[C:37]([OH:43])=[O:38].[C:1]1([C:7]2[CH:12]=[C:11]([CH:13]3[CH2:18][CH2:17][N:16]([CH:19]([CH2:20][OH:21])[CH2:24][OH:23])[CH2:15][CH2:14]3)[CH:10]=[CH:9][C:8]=2[NH:27][C:28]([C:30]2[NH:31][CH:32]=[C:33]([C:35]#[N:36])[N:34]=2)=[O:29])[CH2:6][CH2:5][CH2:4][CH2:3][CH:2]=1.